From a dataset of Peptide-MHC class I binding affinity with 185,985 pairs from IEDB/IMGT. Regression. Given a peptide amino acid sequence and an MHC pseudo amino acid sequence, predict their binding affinity value. This is MHC class I binding data. (1) The peptide sequence is RNYFTAEVSH. The MHC is HLA-A31:01 with pseudo-sequence HLA-A31:01. The binding affinity (normalized) is 0.108. (2) The peptide sequence is RPMLARLTV. The MHC is HLA-B83:01 with pseudo-sequence HLA-B83:01. The binding affinity (normalized) is 0.518. (3) The peptide sequence is LYRYIQWLR. The MHC is HLA-A11:01 with pseudo-sequence HLA-A11:01. The binding affinity (normalized) is 0.0847. (4) The peptide sequence is GIYCTVPFI. The MHC is HLA-A02:11 with pseudo-sequence HLA-A02:11. The binding affinity (normalized) is 0.750. (5) The peptide sequence is SDHLLSEML. The MHC is HLA-B40:02 with pseudo-sequence HLA-B40:02. The binding affinity (normalized) is 0.286. (6) The peptide sequence is IKYACKQIL. The MHC is HLA-B15:03 with pseudo-sequence HLA-B15:03. The binding affinity (normalized) is 0.489.